Dataset: NCI-60 drug combinations with 297,098 pairs across 59 cell lines. Task: Regression. Given two drug SMILES strings and cell line genomic features, predict the synergy score measuring deviation from expected non-interaction effect. (1) Drug 1: CC12CCC3C(C1CCC2=O)CC(=C)C4=CC(=O)C=CC34C. Drug 2: C1CN1P(=S)(N2CC2)N3CC3. Cell line: UO-31. Synergy scores: CSS=38.4, Synergy_ZIP=-0.541, Synergy_Bliss=2.08, Synergy_Loewe=0.800, Synergy_HSA=2.37. (2) Cell line: HS 578T. Drug 1: C1=NC2=C(N1)C(=S)N=CN2. Drug 2: C1C(C(OC1N2C=NC(=NC2=O)N)CO)O. Synergy scores: CSS=21.5, Synergy_ZIP=-10.2, Synergy_Bliss=0.0743, Synergy_Loewe=-6.65, Synergy_HSA=1.14. (3) Drug 2: CC1=CC=C(C=C1)C2=CC(=NN2C3=CC=C(C=C3)S(=O)(=O)N)C(F)(F)F. Cell line: SF-268. Synergy scores: CSS=36.5, Synergy_ZIP=-7.05, Synergy_Bliss=-4.52, Synergy_Loewe=-5.69, Synergy_HSA=-4.05. Drug 1: C1=CC(=CC=C1CCCC(=O)O)N(CCCl)CCCl. (4) Drug 1: C1=CC(=C2C(=C1NCCNCCO)C(=O)C3=C(C=CC(=C3C2=O)O)O)NCCNCCO. Drug 2: C1=NC(=NC(=O)N1C2C(C(C(O2)CO)O)O)N. Cell line: CAKI-1. Synergy scores: CSS=59.1, Synergy_ZIP=-5.30, Synergy_Bliss=-5.58, Synergy_Loewe=-2.82, Synergy_HSA=0.599. (5) Drug 1: COC1=CC(=CC(=C1O)OC)C2C3C(COC3=O)C(C4=CC5=C(C=C24)OCO5)OC6C(C(C7C(O6)COC(O7)C8=CC=CS8)O)O. Drug 2: C1=CC(=CC=C1CC(C(=O)O)N)N(CCCl)CCCl.Cl. Cell line: A498. Synergy scores: CSS=26.6, Synergy_ZIP=-5.09, Synergy_Bliss=-1.61, Synergy_Loewe=-11.6, Synergy_HSA=-2.56. (6) Drug 1: CN(C)C1=NC(=NC(=N1)N(C)C)N(C)C. Drug 2: CC(C1=C(C=CC(=C1Cl)F)Cl)OC2=C(N=CC(=C2)C3=CN(N=C3)C4CCNCC4)N. Cell line: MCF7. Synergy scores: CSS=-5.22, Synergy_ZIP=-1.22, Synergy_Bliss=-5.13, Synergy_Loewe=-14.5, Synergy_HSA=-8.51. (7) Drug 1: CC1=C2C(C(=O)C3(C(CC4C(C3C(C(C2(C)C)(CC1OC(=O)C(C(C5=CC=CC=C5)NC(=O)OC(C)(C)C)O)O)OC(=O)C6=CC=CC=C6)(CO4)OC(=O)C)OC)C)OC. Drug 2: C1CN(CCN1C(=O)CCBr)C(=O)CCBr. Cell line: PC-3. Synergy scores: CSS=38.9, Synergy_ZIP=-3.41, Synergy_Bliss=-4.26, Synergy_Loewe=-18.0, Synergy_HSA=-0.125. (8) Drug 1: C1=CN(C(=O)N=C1N)C2C(C(C(O2)CO)O)O.Cl. Drug 2: CN(C(=O)NC(C=O)C(C(C(CO)O)O)O)N=O. Cell line: RXF 393. Synergy scores: CSS=-2.41, Synergy_ZIP=3.75, Synergy_Bliss=4.46, Synergy_Loewe=0.622, Synergy_HSA=-0.164. (9) Synergy scores: CSS=-2.26, Synergy_ZIP=2.00, Synergy_Bliss=1.41, Synergy_Loewe=-5.93, Synergy_HSA=-5.63. Drug 1: CC(CN1CC(=O)NC(=O)C1)N2CC(=O)NC(=O)C2. Cell line: MALME-3M. Drug 2: CC1=C(C(=CC=C1)Cl)NC(=O)C2=CN=C(S2)NC3=CC(=NC(=N3)C)N4CCN(CC4)CCO.